Dataset: Full USPTO retrosynthesis dataset with 1.9M reactions from patents (1976-2016). Task: Predict the reactants needed to synthesize the given product. (1) Given the product [NH2:12][C:10]1[CH:9]=[C:4]([CH:3]=[C:2]([Br:1])[CH:11]=1)[C:5]([O:7][CH2:8][CH3:17])=[O:6], predict the reactants needed to synthesize it. The reactants are: [Br:1][C:2]1[CH:3]=[C:4]([CH:9]=[C:10]([N+:12]([O-])=O)[CH:11]=1)[C:5]([O:7][CH3:8])=[O:6].[NH4+].[Cl-].[CH2:17](O)C. (2) Given the product [F:1][C:2]1[CH:34]=[CH:33][C:5]([CH2:6][CH2:7][C:8]2[C:9]([C:30]([NH:42][C@@H:41]([CH2:43][CH2:44][S:45][CH3:46])[C:40]([O:39][C:35]([CH3:38])([CH3:37])[CH3:36])=[O:47])=[O:31])=[N:10][C:11]([O:14][CH:15]([C:23]3[CH:24]=[CH:25][C:26]([F:29])=[CH:27][CH:28]=3)[CH2:16][C:17]3[N:21]([CH3:22])[CH:20]=[N:19][CH:18]=3)=[CH:12][CH:13]=2)=[CH:4][CH:3]=1, predict the reactants needed to synthesize it. The reactants are: [F:1][C:2]1[CH:34]=[CH:33][C:5]([CH2:6][CH2:7][C:8]2[C:9]([C:30](O)=[O:31])=[N:10][C:11]([O:14][CH:15]([C:23]3[CH:28]=[CH:27][C:26]([F:29])=[CH:25][CH:24]=3)[CH2:16][C:17]3[N:21]([CH3:22])[CH:20]=[N:19][CH:18]=3)=[CH:12][CH:13]=2)=[CH:4][CH:3]=1.[C:35]([O:39][C:40](=[O:47])[C@H:41]([CH2:43][CH2:44][S:45][CH3:46])[NH2:42])([CH3:38])([CH3:37])[CH3:36].Cl.C(Cl)CCl. (3) Given the product [CH2:10]([O:9][CH2:8][C:5]1[CH:6]=[CH:7][C:2]([CH:21]=[O:22])=[CH:3][CH:4]=1)[CH2:11][CH2:12][CH3:13], predict the reactants needed to synthesize it. The reactants are: Br[C:2]1[CH:7]=[CH:6][C:5]([CH2:8][O:9][CH2:10][CH2:11][CH2:12][CH3:13])=[CH:4][CH:3]=1.C([Li])CCC.CN(C)[CH:21]=[O:22]. (4) Given the product [Cl:38][C:14]([Cl:13])([Cl:37])[CH2:15][O:16][C:17](=[O:36])[C:18]1[CH:23]=[CH:22][CH:21]=[CH:20][C:19]=1[CH2:24][S:25][C:26]1[CH:31]=[CH:30][CH:29]=[C:28]([CH2:32][C:33]([O:10][CH2:9][C:6]2[CH:5]=[CH:4][C:3]([C:2]([F:11])([F:12])[F:1])=[CH:8][CH:7]=2)=[O:34])[CH:27]=1, predict the reactants needed to synthesize it. The reactants are: [F:1][C:2]([F:12])([F:11])[C:3]1[CH:8]=[CH:7][C:6]([CH2:9][OH:10])=[CH:5][CH:4]=1.[Cl:13][C:14]([Cl:38])([Cl:37])[CH2:15][O:16][C:17](=[O:36])[C:18]1[CH:23]=[CH:22][CH:21]=[CH:20][C:19]=1[CH2:24][S:25][C:26]1[CH:31]=[CH:30][CH:29]=[C:28]([CH2:32][C:33](O)=[O:34])[CH:27]=1.